Dataset: Forward reaction prediction with 1.9M reactions from USPTO patents (1976-2016). Task: Predict the product of the given reaction. (1) Given the reactants Cl.[NH2:2][OH:3].[C:4]([C:6]1[CH:7]=[C:8]2[C:13](=[CH:14][CH:15]=1)[CH2:12][N:11]([C:16]([O:18][C:19]([CH3:22])([CH3:21])[CH3:20])=[O:17])[CH2:10][CH2:9]2)#[N:5].C(=O)([O-])O.[Na+], predict the reaction product. The product is: [OH:3][NH:2][C:4](=[NH:5])[C:6]1[CH:7]=[C:8]2[C:13](=[CH:14][CH:15]=1)[CH2:12][N:11]([C:16]([O:18][C:19]([CH3:21])([CH3:20])[CH3:22])=[O:17])[CH2:10][CH2:9]2. (2) The product is: [N:1]1[CH:6]=[CH:5][CH:4]=[C:3]([CH2:7][NH:8][C:9]([C:11]2[S:15][C:14]([C:16]3[CH:20]=[CH:19][N:18]([CH2:23][C:24]4[CH:25]=[CH:26][C:27]([C:30]([F:31])([F:32])[F:33])=[CH:28][CH:29]=4)[N:17]=3)=[N:13][C:12]=2[CH3:21])=[O:10])[CH:2]=1. Given the reactants [N:1]1[CH:6]=[CH:5][CH:4]=[C:3]([CH2:7][NH:8][C:9]([C:11]2[S:15][C:14]([C:16]3[NH:17][N:18]=[CH:19][CH:20]=3)=[N:13][C:12]=2[CH3:21])=[O:10])[CH:2]=1.Br[CH2:23][C:24]1[CH:29]=[CH:28][C:27]([C:30]([F:33])([F:32])[F:31])=[CH:26][CH:25]=1, predict the reaction product. (3) Given the reactants C(=O)([O-])[O-].[K+].[K+].C([O:10][C:11]1[C:16]([CH:17]2[CH2:19][CH2:18]2)=[CH:15][CH:14]=[CH:13][C:12]=1[Cl:20])(=O)C.O, predict the reaction product. The product is: [Cl:20][C:12]1[CH:13]=[CH:14][CH:15]=[C:16]([CH:17]2[CH2:18][CH2:19]2)[C:11]=1[OH:10]. (4) Given the reactants [Br:1][C:2]1[CH:7]=[CH:6][C:5]([OH:8])=[CH:4][CH:3]=1.[OH-].[Na+].Cl[C:12]1[CH:17]=[CH:16][C:15]([N+:18]([O-:20])=[O:19])=[CH:14][N:13]=1.Cl, predict the reaction product. The product is: [Br:1][C:2]1[CH:7]=[CH:6][C:5]([O:8][C:12]2[CH:17]=[CH:16][C:15]([N+:18]([O-:20])=[O:19])=[CH:14][N:13]=2)=[CH:4][CH:3]=1. (5) Given the reactants Cl[C:2]1[CH:3]=[C:4]([CH3:20])[C:5]2[CH2:6][N:7]([CH3:19])[CH2:8][CH:9]([C:13]3[S:14][CH:15]=[C:16]([CH3:18])[N:17]=3)[O:10][C:11]=2[N:12]=1.[CH3:21][O:22][C:23]1[N:28]=[C:27]([NH2:29])[CH:26]=[CH:25][C:24]=1[C:30]1[CH:31]=[N:32][N:33]([CH3:35])[CH:34]=1.CC(C)([O-])C.[Na+], predict the reaction product. The product is: [CH3:21][O:22][C:23]1[N:28]=[C:27]([NH:29][C:2]2[CH:3]=[C:4]([CH3:20])[C:5]3[CH2:6][N:7]([CH3:19])[CH2:8][CH:9]([C:13]4[S:14][CH:15]=[C:16]([CH3:18])[N:17]=4)[O:10][C:11]=3[N:12]=2)[CH:26]=[CH:25][C:24]=1[C:30]1[CH:31]=[N:32][N:33]([CH3:35])[CH:34]=1. (6) Given the reactants [H-].[Na+].Cl.[CH2:4]([N:11]1[C@H:15]([CH2:16]Cl)[CH2:14][CH2:13][C@@H:12]1[CH2:18]Cl)[C:5]1[CH:10]=[CH:9][CH:8]=[CH:7][CH:6]=1.[CH3:20][O:21][C:22]1[CH:23]=[C:24]([CH2:28][C:29]#[N:30])[CH:25]=[CH:26][CH:27]=1.O, predict the reaction product. The product is: [CH2:4]([N:11]1[CH:15]2[CH2:14][CH2:13][CH:12]1[CH2:18][C:28]([C:24]1[CH:25]=[CH:26][CH:27]=[C:22]([O:21][CH3:20])[CH:23]=1)([C:29]#[N:30])[CH2:16]2)[C:5]1[CH:10]=[CH:9][CH:8]=[CH:7][CH:6]=1. (7) Given the reactants [NH:1]1CCC[CH2:3][CH2:2]1.C1C2C(COC(=O)NC(N3C4[C:30](=[CH:31][CH:32]=[C:33]5[CH:39]=[C:38]([O:40][CH3:41])[CH:37]=[CH:36][C:34]5=4)[CH:29]=[N:28]3)(C)C)C3C(=CC=CC=3)C=2C=CC=1.C([O-])(O)=O.[Na+].C[N:49]([CH:51]=O)[CH3:50], predict the reaction product. The product is: [CH3:41][O:40][C:38]1[CH:37]=[CH:36][C:34]2[C:33]([CH:39]=1)=[CH:32][CH:31]=[C:30]1[C:50]=2[N:49]([CH2:51][CH:2]([NH2:1])[CH3:3])[N:28]=[CH:29]1.